This data is from Reaction yield outcomes from USPTO patents with 853,638 reactions. The task is: Predict the reaction yield, written as a fraction of the theoretical maximum amount of product (1.0 means a 100% yield; for example, 0.34 means a 34% yield). (1) The reactants are [Cl:1][C:2]1[CH:3]=[CH:4][C:5]([C:12]2[C:13]([CH3:19])=[N:14][O:15][C:16]=2[CH:17]=O)=[C:6]([CH:11]=1)[C:7]([O:9][CH3:10])=[O:8].[CH3:20][C:21]([S@@:24]([NH2:26])=[O:25])([CH3:23])[CH3:22].[Na+].[Cl-]. The catalyst is C(Cl)Cl. The product is [C:21]([S@@:24](/[N:26]=[CH:17]/[C:16]1[O:15][N:14]=[C:13]([CH3:19])[C:12]=1[C:5]1[CH:4]=[CH:3][C:2]([Cl:1])=[CH:11][C:6]=1[C:7]([O:9][CH3:10])=[O:8])=[O:25])([CH3:23])([CH3:22])[CH3:20]. The yield is 0.890. (2) The reactants are [NH:1]1[C:9]2[C:4](=[CH:5][CH:6]=[C:7]([C:10]([O:12][CH3:13])=[O:11])[CH:8]=2)[CH:3]=[N:2]1.[OH-].[K+].[I:16]I.S(=O)(=O)(O)[O-].[Na+]. The catalyst is CN(C)C=O. The product is [I:16][C:3]1[C:4]2[C:9](=[CH:8][C:7]([C:10]([O:12][CH3:13])=[O:11])=[CH:6][CH:5]=2)[NH:1][N:2]=1. The yield is 0.780. (3) The reactants are [CH3:1][N:2]([N:4]=[N:5][C:6]1[CH:10]=[CH:9][S:8][C:7]=1[C:11]([O:13][CH3:14])=[O:12])[CH3:3].S(=O)(=O)(O)O.[N+:20]([O-])([OH:22])=[O:21].[OH-].[NH4+]. The catalyst is O. The product is [CH3:3][N:2]([N:4]=[N:5][C:6]1[CH:10]=[C:9]([N+:20]([O-:22])=[O:21])[S:8][C:7]=1[C:11]([O:13][CH3:14])=[O:12])[CH3:1]. The yield is 0.260. (4) The reactants are ClC1[CH:7]=[C:6]([C:8]2[CH:9]=[N:10][C:11]([C:14]([F:17])([F:16])[F:15])=[N:12][CH:13]=2)[CH:5]=[C:4](Cl)[N:3]=1.[CH3:19][Zn]C.O1[CH2:27][CH2:26]OCC1. The catalyst is C1C=CC(P(C2C=CC=CC=2)[C-]2C=CC=C2)=CC=1.C1C=CC(P(C2C=CC=CC=2)[C-]2C=CC=C2)=CC=1.Cl[Pd]Cl.[Fe+2]. The product is [CH3:19][C:4]1[CH:5]=[C:6]([C:8]2[CH:13]=[N:12][C:11]([C:14]([F:15])([F:16])[F:17])=[N:10][CH:9]=2)[CH:7]=[C:26]([CH3:27])[N:3]=1. The yield is 0.530. (5) The reactants are Cl[C:2]1[N:7]=[C:6]([NH:8][C:9]2[CH:14]=[CH:13][CH:12]=[C:11]([OH:15])[CH:10]=2)[C:5]([F:16])=[CH:4][N:3]=1.[NH2:17][CH2:18][CH2:19][C:20]1[C:28]2[C:23](=[CH:24][CH:25]=[CH:26][CH:27]=2)[NH:22][CH:21]=1. No catalyst specified. The product is [F:16][C:5]1[C:6]([NH:8][C:9]2[CH:14]=[CH:13][CH:12]=[C:11]([OH:15])[CH:10]=2)=[N:7][C:2]([NH:17][CH2:18][CH2:19][C:20]2[C:28]3[C:23](=[CH:24][CH:25]=[CH:26][CH:27]=3)[NH:22][CH:21]=2)=[N:3][CH:4]=1. The yield is 0.530.